From a dataset of Full USPTO retrosynthesis dataset with 1.9M reactions from patents (1976-2016). Predict the reactants needed to synthesize the given product. (1) Given the product [Si:26]([O:1][C:2]1[CH:20]=[CH:19][C:5]2[NH:6][C:7](=[N:9][C:10](=[O:18])[C:11]3[CH:16]=[CH:15][C:14]([CH3:17])=[CH:13][CH:12]=3)[S:8][C:4]=2[CH:3]=1)([C:29]([CH3:32])([CH3:31])[CH3:30])([CH3:28])[CH3:27], predict the reactants needed to synthesize it. The reactants are: [OH:1][C:2]1[CH:20]=[CH:19][C:5]2[NH:6][C:7](=[N:9][C:10](=[O:18])[C:11]3[CH:16]=[CH:15][C:14]([CH3:17])=[CH:13][CH:12]=3)[S:8][C:4]=2[CH:3]=1.N1C=CN=C1.[Si:26](Cl)([C:29]([CH3:32])([CH3:31])[CH3:30])([CH3:28])[CH3:27]. (2) Given the product [NH2:9][C:4]1[CH:3]=[C:2]([CH3:1])[CH:7]=[CH:6][C:5]=1[OH:8], predict the reactants needed to synthesize it. The reactants are: [CH3:1][C:2]1[CH:7]=[CH:6][C:5]([OH:8])=[C:4]([N+:9]([O-])=O)[CH:3]=1. (3) Given the product [C:1]([O:5][C:6]([N:8]1[CH2:13][CH2:12][N:11]([S:21]([C:18]2[CH:19]=[CH:20][C:15]([Br:14])=[CH:16][C:17]=2[C:25]([F:28])([F:26])[F:27])(=[O:23])=[O:22])[CH2:10][CH2:9]1)=[O:7])([CH3:4])([CH3:2])[CH3:3], predict the reactants needed to synthesize it. The reactants are: [C:1]([O:5][C:6]([N:8]1[CH2:13][CH2:12][NH:11][CH2:10][CH2:9]1)=[O:7])([CH3:4])([CH3:3])[CH3:2].[Br:14][C:15]1[CH:20]=[CH:19][C:18]([S:21](Cl)(=[O:23])=[O:22])=[C:17]([C:25]([F:28])([F:27])[F:26])[CH:16]=1. (4) Given the product [CH3:21][C:22]1([CH3:38])[O:26][CH:25]([CH2:27][O:28][C:29]2[CH:30]=[C:31]([C:32]([N:16]3[CH2:15][CH2:14][O:13][C:12]4[CH:11]=[CH:10][C:9]([C:5]5[CH:6]=[CH:7][CH:8]=[C:3]([C:2]([F:19])([F:1])[F:20])[CH:4]=5)=[N:18][C:17]3=4)=[O:33])[CH:35]=[CH:36][N:37]=2)[CH2:24][O:23]1, predict the reactants needed to synthesize it. The reactants are: [F:1][C:2]([F:20])([F:19])[C:3]1[CH:4]=[C:5]([C:9]2[CH:10]=[CH:11][C:12]3[O:13][CH2:14][CH2:15][NH:16][C:17]=3[N:18]=2)[CH:6]=[CH:7][CH:8]=1.[CH3:21][C:22]1([CH3:38])[O:26][CH:25]([CH2:27][O:28][C:29]2[CH:30]=[C:31]([CH:35]=[CH:36][N:37]=2)[C:32](O)=[O:33])[CH2:24][O:23]1.F[P-](F)(F)(F)(F)F.N1(OC(N(C)C)=[N+](C)C)C2N=CC=CC=2N=N1.